This data is from Forward reaction prediction with 1.9M reactions from USPTO patents (1976-2016). The task is: Predict the product of the given reaction. (1) Given the reactants [OH-].[Na+].[CH:3]([C:5]1[CH:10]=[CH:9][CH:8]=[CH:7][C:6]=1[B:11]([OH:13])[OH:12])=O.[N+:14]([CH2:17][CH3:18])([O-:16])=[O:15].Cl, predict the reaction product. The product is: [N+:14]([CH:17]([CH:3]1[O:13][B:11]([OH:12])[C:6]2[CH:7]=[CH:8][CH:9]=[CH:10][C:5]1=2)[CH3:18])([O-:16])=[O:15]. (2) Given the reactants COC1C=CC(CN(CC2C=CC(OC)=CC=2)C2N=CC(C3C4CCNC=4N=C(N4CCOCC4)N=3)=CN=2)=CC=1.CC1C=C(N2CCOCC2)C=CC=1N.[CH3:55][C:56]1[CH:61]=[C:60]([N:62]2[CH2:67][CH2:66][O:65][CH2:64][CH2:63]2)[CH:59]=[CH:58][C:57]=1[NH:68][C:69]([N:71]1[C:75]2[N:76]=[C:77]([N:105]3[CH2:110][CH2:109][O:108][CH2:107][CH2:106]3)[N:78]=[C:79]([C:80]3[CH:81]=[N:82][C:83]([N:86](CC4C=CC(OC)=CC=4)CC4C=CC(OC)=CC=4)=[N:84][CH:85]=3)[C:74]=2[CH2:73][CH2:72]1)=[O:70], predict the reaction product. The product is: [CH3:55][C:56]1[CH:61]=[C:60]([N:62]2[CH2:63][CH2:64][O:65][CH2:66][CH2:67]2)[CH:59]=[CH:58][C:57]=1[NH:68][C:69]([N:71]1[C:75]2[N:76]=[C:77]([N:105]3[CH2:110][CH2:109][O:108][CH2:107][CH2:106]3)[N:78]=[C:79]([C:80]3[CH:81]=[N:82][C:83]([NH2:86])=[N:84][CH:85]=3)[C:74]=2[CH2:73][CH2:72]1)=[O:70]. (3) Given the reactants [Cl:1][C:2]1[CH:9]=[C:8]([N:10]([CH2:16][C:17]2[CH:22]=[C:21]([F:23])[CH:20]=[CH:19][C:18]=2[CH3:24])[C@H:11]2[CH2:15][CH2:14][NH:13][CH2:12]2)[CH:7]=[CH:6][C:3]=1[C:4]#[N:5].[F:25][C:26]([F:33])([F:32])[CH2:27][S:28](Cl)(=[O:30])=[O:29], predict the reaction product. The product is: [Cl:1][C:2]1[CH:9]=[C:8]([N:10]([CH2:16][C:17]2[CH:22]=[C:21]([F:23])[CH:20]=[CH:19][C:18]=2[CH3:24])[C@H:11]2[CH2:15][CH2:14][N:13]([S:28]([CH2:27][C:26]([F:33])([F:32])[F:25])(=[O:30])=[O:29])[CH2:12]2)[CH:7]=[CH:6][C:3]=1[C:4]#[N:5]. (4) Given the reactants N#N.[Si:3]([O:10][CH2:11][C:12]1[N:13]=[C:14]([C:17](=[O:19])[CH3:18])[O:15][CH:16]=1)([C:6]([CH3:9])([CH3:8])[CH3:7])([CH3:5])[CH3:4].[CH3:20][Al](C)C.[NH4+].[Cl-], predict the reaction product. The product is: [Si:3]([O:10][CH2:11][C:12]1[N:13]=[C:14]([C:17]([OH:19])([CH3:20])[CH3:18])[O:15][CH:16]=1)([C:6]([CH3:9])([CH3:7])[CH3:8])([CH3:5])[CH3:4]. (5) Given the reactants [F:1][C:2]1[CH:7]=[CH:6][C:5]([C:8]2[N:12]3[N:13]=[CH:14][C:15]([C:17]([OH:20])([CH3:19])[CH3:18])=[N:16][C:11]3=[N:10][CH:9]=2)=[CH:4][C:3]=1[C:21]1[C:26]([C:27]([NH2:29])=O)=[CH:25][N:24]=[CH:23][N:22]=1.C([Sn](=O)CCCC)CCC, predict the reaction product. The product is: [F:1][C:2]1[CH:7]=[CH:6][C:5]([C:8]2[N:12]3[N:13]=[CH:14][C:15]([C:17]([OH:20])([CH3:19])[CH3:18])=[N:16][C:11]3=[N:10][CH:9]=2)=[CH:4][C:3]=1[C:21]1[C:26]([C:27]#[N:29])=[CH:25][N:24]=[CH:23][N:22]=1. (6) Given the reactants C([N:8]1[CH2:17][CH2:16][C:15]2[C:14]([NH:18][C:19]3[CH:28]=[CH:27][C:22]4[O:23][CH2:24][CH2:25][O:26][C:21]=4[CH:20]=3)=[N:13][CH:12]=[N:11][C:10]=2[CH2:9]1)C1C=CC=CC=1, predict the reaction product. The product is: [O:23]1[C:22]2[CH:27]=[CH:28][C:19]([NH:18][C:14]3[C:15]4[CH2:16][CH2:17][NH:8][CH2:9][C:10]=4[N:11]=[CH:12][N:13]=3)=[CH:20][C:21]=2[O:26][CH2:25][CH2:24]1. (7) The product is: [CH:1]1([CH2:7][NH:8][C:9]([C:16]2[CH:15]=[C:14]([C:18](=[O:25])[CH2:19][CH2:20][CH2:21][C:22]([OH:24])=[O:23])[CH:13]=[CH:12][CH:17]=2)=[O:10])[CH2:6][CH2:5][CH2:4][CH2:3][CH2:2]1. Given the reactants [CH:1]1([CH2:7][N:8]=[C:9]=[O:10])[CH2:6][CH2:5][CH2:4][CH2:3][CH2:2]1.O[C:12]1[CH:13]=[C:14]([C:18](=[O:25])[CH2:19][CH2:20][CH2:21][C:22]([OH:24])=[O:23])[CH:15]=[CH:16][CH:17]=1, predict the reaction product.